Dataset: Forward reaction prediction with 1.9M reactions from USPTO patents (1976-2016). Task: Predict the product of the given reaction. (1) Given the reactants Br[C:2]1[N:7]=[C:6]2[S:8][C:9]([NH:11][C:12](=[O:23])[C:13]3[CH:18]=[CH:17][C:16]([C:19]([OH:22])([CH3:21])[CH3:20])=[CH:15][CH:14]=3)=[N:10][C:5]2=[CH:4][CH:3]=1.[CH3:24][C:25]1[C:29](B2OC(C)(C)C(C)(C)O2)=[CH:28][NH:27][N:26]=1, predict the reaction product. The product is: [OH:22][C:19]([C:16]1[CH:17]=[CH:18][C:13]([C:12]([NH:11][C:9]2[S:8][C:6]3[C:5]([N:10]=2)=[CH:4][CH:3]=[C:2]([C:29]2[C:25]([CH3:24])=[N:26][NH:27][CH:28]=2)[N:7]=3)=[O:23])=[CH:14][CH:15]=1)([CH3:21])[CH3:20]. (2) Given the reactants [OH:1][C:2]1[CH:3]=[C:4]2[C:9](=[CH:10][CH:11]=1)[N:8]=[CH:7][C:6]([N+:12]([O-:14])=[O:13])=[CH:5]2.[N:15]1([CH2:20][CH2:21]O)[CH2:19][CH2:18][CH2:17][CH2:16]1.C1(P(C2C=CC=CC=2)C2C=CC=CC=2)C=CC=CC=1.N(C(OCC)=O)=NC(OCC)=O, predict the reaction product. The product is: [N+:12]([C:6]1[CH:7]=[N:8][C:9]2[C:4]([CH:5]=1)=[CH:3][C:2]([O:1][CH2:21][CH2:20][N:15]1[CH2:19][CH2:18][CH2:17][CH2:16]1)=[CH:11][CH:10]=2)([O-:14])=[O:13].